Dataset: Forward reaction prediction with 1.9M reactions from USPTO patents (1976-2016). Task: Predict the product of the given reaction. (1) Given the reactants [CH3:1][CH2:2][O:3][C:4]([C@H:6]1[CH2:10][CH2:9][C:8](=[O:11])[N:7]1[C:12]([O:14][C:15]([CH3:18])([CH3:17])[CH3:16])=[O:13])=[O:5].[Cl:19][C:20]1[CH:25]=[CH:24][C:23]([Mg]Br)=[CH:22][CH:21]=1.O, predict the reaction product. The product is: [C:15]([O:14][C:12]([NH:7][C@H:6]([CH2:10][CH2:9][C:8]([C:23]1[CH:24]=[CH:25][C:20]([Cl:19])=[CH:21][CH:22]=1)=[O:11])[C:4]([O:3][CH2:2][CH3:1])=[O:5])=[O:13])([CH3:18])([CH3:17])[CH3:16]. (2) Given the reactants CC1(C)C(C)(C)OB([C:9]2[CH:10]=[C:11]3[C:16](=[CH:17][CH:18]=2)[CH:15]=[C:14]([C:19]#[N:20])[CH:13]=[CH:12]3)O1.Br[C:23]1[CH:24]=[N:25][CH:26]=[CH:27][C:28]=1[CH:29]([OH:31])[CH3:30].C(=O)([O-])[O-].[Na+].[Na+], predict the reaction product. The product is: [OH:31][CH:29]([C:28]1[CH:27]=[CH:26][N:25]=[CH:24][C:23]=1[C:9]1[CH:10]=[C:11]2[C:16](=[CH:17][CH:18]=1)[CH:15]=[C:14]([C:19]#[N:20])[CH:13]=[CH:12]2)[CH3:30]. (3) Given the reactants Br[C:2]1[CH:7]=[C:6]([N:8]2[CH2:13][CH2:12]O[CH2:10][CH2:9]2)[CH:5]=[CH:4][C:3]=1[CH2:14][C:15]1[CH:20]=[CH:19][C:18]([N:21]2[CH2:26][CH2:25]O[CH2:23][CH2:22]2)=[CH:17][C:16]=1Br.[Li]C(CC)C.[Si:33]([CH3:37])([CH3:36])(Cl)[Cl:34].C1(Cl)C(=O)C(Cl)=C(Cl)C(=O)C=1Cl, predict the reaction product. The product is: [Cl-:34].[N:8]1([C:6]2[CH:5]=[CH:4][C:3]3[CH3+:14][C:15]4[C:16]([Si:33]([CH3:37])([CH3:36])[C:2]=3[CH:7]=2)=[CH:17][C:18]([N:21]2[CH2:26][CH2:25][CH2:23][CH2:22]2)=[CH:19][CH:20]=4)[CH2:13][CH2:12][CH2:10][CH2:9]1. (4) Given the reactants F[C:2]1[CH:3]=[CH:4][CH:5]=[C:6]2[C:10]=1[NH:9][C:8](=[O:11])[C:7]2=O.NN, predict the reaction product. The product is: [NH:9]1[C:10]2[C:6](=[CH:5][CH:4]=[CH:3][CH:2]=2)[CH2:7][C:8]1=[O:11]. (5) Given the reactants I[C:2]1[N:3]=[CH:4][N:5]([S:7]([N:10]([CH3:12])[CH3:11])(=[O:9])=[O:8])[CH:6]=1.[N+:13]([C:16]1[C:24]2[CH2:23][O:22][C:21](=[O:25])[C:20]=2[CH:19]=[CH:18][CH:17]=1)([O-:15])=[O:14], predict the reaction product. The product is: [OH:22][CH2:23][C:24]1[C:16]([N+:13]([O-:15])=[O:14])=[CH:17][CH:18]=[CH:19][C:20]=1[C:21]([C:2]1[N:3]=[CH:4][N:5]([S:7]([N:10]([CH3:12])[CH3:11])(=[O:9])=[O:8])[CH:6]=1)=[O:25]. (6) Given the reactants Br[C:2]1[S:3][C:4]2[C:5](=[O:14])[NH:6][CH2:7][C:8]([CH3:13])([CH3:12])[CH2:9][C:10]=2[N:11]=1.CC1(C)C(C)(C)OB([C:23]2[CH:28]=[CH:27][N:26]=[CH:25][CH:24]=2)O1.C(=O)([O-])[O-].[Na+].[Na+].P(C(C)(C)C)(C(C)(C)C)C(C)(C)C, predict the reaction product. The product is: [CH3:12][C:8]1([CH3:13])[CH2:7][NH:6][C:5](=[O:14])[C:4]2[S:3][C:2]([C:23]3[CH:28]=[CH:27][N:26]=[CH:25][CH:24]=3)=[N:11][C:10]=2[CH2:9]1. (7) Given the reactants [C:1]([O:4][CH2:5][C:6]1[C:11]([N:12]2[CH2:24][CH2:23][N:15]3[C:16]4[CH2:17][CH2:18][CH2:19][CH2:20][C:21]=4[CH:22]=[C:14]3[C:13]2=[O:25])=[CH:10][C:9]([F:26])=[CH:8][C:7]=1B1OC(C)(C)C(C)(C)O1)(=[O:3])[CH3:2].Br[C:37]1[CH:38]=[C:39]([NH:45][C:46]2[CH:51]=[CH:50][C:49]([CH:52]3[CH2:55][N:54]([CH3:56])[CH2:53]3)=[CH:48][N:47]=2)[C:40](=[O:44])[N:41]([CH3:43])[CH:42]=1, predict the reaction product. The product is: [C:1]([O:4][CH2:5][C:6]1[C:11]([N:12]2[CH2:24][CH2:23][N:15]3[C:16]4[CH2:17][CH2:18][CH2:19][CH2:20][C:21]=4[CH:22]=[C:14]3[C:13]2=[O:25])=[CH:10][C:9]([F:26])=[CH:8][C:7]=1[C:37]1[CH:38]=[C:39]([NH:45][C:46]2[CH:51]=[CH:50][C:49]([CH:52]3[CH2:53][N:54]([CH3:56])[CH2:55]3)=[CH:48][N:47]=2)[C:40](=[O:44])[N:41]([CH3:43])[CH:42]=1)(=[O:3])[CH3:2].